Dataset: Full USPTO retrosynthesis dataset with 1.9M reactions from patents (1976-2016). Task: Predict the reactants needed to synthesize the given product. Given the product [O:25]1[CH:29]=[CH:28][C:27]([C:2]2[CH:7]=[C:6]([N:8]3[C:12]4=[N:13][C:14]([NH:17][CH:18]5[CH2:23][CH2:22][CH:21]([OH:24])[CH2:20][CH2:19]5)=[CH:15][CH:16]=[C:11]4[N:10]=[CH:9]3)[CH:5]=[CH:4][N:3]=2)=[CH:26]1, predict the reactants needed to synthesize it. The reactants are: Cl[C:2]1[CH:7]=[C:6]([N:8]2[C:12]3=[N:13][C:14]([NH:17][CH:18]4[CH2:23][CH2:22][CH:21]([OH:24])[CH2:20][CH2:19]4)=[CH:15][CH:16]=[C:11]3[N:10]=[CH:9]2)[CH:5]=[CH:4][N:3]=1.[O:25]1[CH:29]=[CH:28][C:27](B(O)O)=[CH:26]1.C([O-])([O-])=O.[Na+].[Na+].N#N.